From a dataset of Catalyst prediction with 721,799 reactions and 888 catalyst types from USPTO. Predict which catalyst facilitates the given reaction. (1) Reactant: [NH2:1][C:2]1[C:11]2[N:12]=[C:13]([O:25]CC)[N:14]([CH2:15][CH2:16][NH:17]C(=O)OC(C)(C)C)[C:10]=2[C:9]2[N:8]=[CH:7][CH:6]=[CH:5][C:4]=2[N:3]=1.Cl. Product: [NH2:1][C:2]1[C:11]2[N:12]=[C:13]([OH:25])[N:14]([CH2:15][CH2:16][NH2:17])[C:10]=2[C:9]2[N:8]=[CH:7][CH:6]=[CH:5][C:4]=2[N:3]=1. The catalyst class is: 71. (2) Reactant: [C:1](Cl)(=[O:4])[CH:2]=[CH2:3].[F:6][C:7]1[CH:12]=[CH:11][C:10]([OH:13])=[CH:9][CH:8]=1.C(N(CC)CC)C. Product: [C:1]([O:13][C:10]1[CH:11]=[CH:12][C:7]([F:6])=[CH:8][CH:9]=1)(=[O:4])[CH:2]=[CH2:3]. The catalyst class is: 4. (3) Reactant: [F:1][C:2]([F:11])([F:10])[C:3]1[N:8]=[CH:7][C:6]([NH2:9])=[CH:5][CH:4]=1.CCN(CC)CC.Cl[C:20](Cl)([O:22]C(=O)OC(Cl)(Cl)Cl)Cl.[CH3:31][O:32][C:33]1[CH:34]=[C:35]([C@@:41]23[CH2:49][CH2:48][C@@H:47]([NH2:50])[CH2:46][C@@H:45]2[N:44]([CH3:51])[CH2:43][CH2:42]3)[CH:36]=[CH:37][C:38]=1[O:39][CH3:40]. Product: [CH3:31][O:32][C:33]1[CH:34]=[C:35]([C@@:41]23[CH2:49][CH2:48][C@@H:47]([NH:50][C:20]([NH:9][C:6]4[CH:7]=[N:8][C:3]([C:2]([F:1])([F:10])[F:11])=[CH:4][CH:5]=4)=[O:22])[CH2:46][C@@H:45]2[N:44]([CH3:51])[CH2:43][CH2:42]3)[CH:36]=[CH:37][C:38]=1[O:39][CH3:40]. The catalyst class is: 2. (4) Reactant: [CH:1]1N=C[N:3]([C:6]([N:8]2[CH:12]=[N:11][CH:10]=[CH:9]2)=[O:7])[CH:2]=1.[Cl-].[CH3:14][C:15](=[CH2:22])[C:16]([O:18]CC[NH3+])=[O:17]. Product: [N:8]1([C:6]([NH:3][CH2:2][CH2:1][O:18][C:16](=[O:17])[C:15]([CH3:22])=[CH2:14])=[O:7])[CH:9]=[CH:10][N:11]=[CH:12]1. The catalyst class is: 7. (5) Reactant: C([O:9][C@H:10]1[CH2:15][CH2:14][C@@H:13]([N:16]2[CH2:20][CH2:19][C@:18]3([CH2:25][CH2:24][CH2:23][NH:22][CH2:21]3)[C:17]2=[O:26])[CH2:12][CH2:11]1)(=O)C1C=CC=CC=1.Cl[C:28]1[N:35]=[CH:34][CH:33]=[CH:32][C:29]=1[C:30]#[N:31].C(N(CC)C(C)C)(C)C.CN1CCCC1=O.[OH-].[Li+]. Product: [OH:9][C@@H:10]1[CH2:11][CH2:12][C@H:13]([N:16]2[CH2:20][CH2:19][C@:18]3([CH2:25][CH2:24][CH2:23][N:22]([C:28]4[N:35]=[CH:34][CH:33]=[CH:32][C:29]=4[C:30]#[N:31])[CH2:21]3)[C:17]2=[O:26])[CH2:14][CH2:15]1. The catalyst class is: 5. (6) Product: [Cl:19][C:20]1[CH:25]=[C:24]([C:2]2[CH:7]=[CH:6][C:5]([C@@H:8]3[CH2:10][C@H:9]3[NH:11][C:12](=[O:18])[O:13][C:14]([CH3:17])([CH3:16])[CH3:15])=[CH:4][CH:3]=2)[CH:23]=[CH:22][CH:21]=1. Reactant: Br[C:2]1[CH:7]=[CH:6][C:5]([C@@H:8]2[CH2:10][C@H:9]2[NH:11][C:12](=[O:18])[O:13][C:14]([CH3:17])([CH3:16])[CH3:15])=[CH:4][CH:3]=1.[Cl:19][C:20]1[CH:21]=[C:22](B(O)O)[CH:23]=[CH:24][CH:25]=1.C([O-])([O-])=O.[K+].[K+]. The catalyst class is: 47. (7) Reactant: [CH:1]([N:4]1[CH2:9][CH2:8][CH:7]([NH:10][C:11]([C:13]2[NH:17][C:16]3[CH:18]=[CH:19][C:20]([S:22]([CH2:25][CH2:26][OH:27])(=[O:24])=[O:23])=[CH:21][C:15]=3[N:14]=2)=[O:12])[CH2:6][CH2:5]1)([CH3:3])[CH3:2].Br[CH2:29][C:30]([NH:32][C:33]1[CH:38]=[CH:37][C:36]([Cl:39])=[CH:35][N:34]=1)=[O:31].CC#N.O. Product: [CH:1]([N:4]1[CH2:5][CH2:6][CH:7]([NH:10][C:11]([C:13]2[N:17]([CH2:29][C:30](=[O:31])[NH:32][C:33]3[CH:38]=[CH:37][C:36]([Cl:39])=[CH:35][N:34]=3)[C:16]3[CH:18]=[CH:19][C:20]([S:22]([CH2:25][CH2:26][OH:27])(=[O:23])=[O:24])=[CH:21][C:15]=3[N:14]=2)=[O:12])[CH2:8][CH2:9]1)([CH3:3])[CH3:2].[CH:1]([N:4]1[CH2:5][CH2:6][CH:7]([NH:10][C:11]([C:13]2[N:14]([CH2:29][C:30](=[O:31])[NH:32][C:33]3[CH:38]=[CH:37][C:36]([Cl:39])=[CH:35][N:34]=3)[C:15]3[CH:21]=[C:20]([S:22]([CH2:25][CH2:26][OH:27])(=[O:23])=[O:24])[CH:19]=[CH:18][C:16]=3[N:17]=2)=[O:12])[CH2:8][CH2:9]1)([CH3:3])[CH3:2]. The catalyst class is: 106. (8) Reactant: Cl[C:2]1[N:7]=[C:6]([Cl:8])[C:5]([C:9](=[O:11])[CH3:10])=[C:4]([NH:12][C:13]2[CH:18]=[CH:17][CH:16]=[CH:15][C:14]=2[S:19]([CH:22]([CH3:24])[CH3:23])(=[O:21])=[O:20])[N:3]=1.[C:25]([O:29][C:30]([N:32]1[CH2:37][CH2:36][CH:35]([C:38]2[CH:43]=[C:42]([O:44][CH:45]([CH3:47])[CH3:46])[C:41]([NH2:48])=[CH:40][C:39]=2[CH3:49])[CH2:34][CH2:33]1)=[O:31])([CH3:28])([CH3:27])[CH3:26]. Product: [C:9]([C:5]1[C:6]([Cl:8])=[N:7][C:2]([NH:48][C:41]2[C:42]([O:44][CH:45]([CH3:47])[CH3:46])=[CH:43][C:38]([CH:35]3[CH2:34][CH2:33][N:32]([C:30]([O:29][C:25]([CH3:26])([CH3:28])[CH3:27])=[O:31])[CH2:37][CH2:36]3)=[C:39]([CH3:49])[CH:40]=2)=[N:3][C:4]=1[NH:12][C:13]1[CH:18]=[CH:17][CH:16]=[CH:15][C:14]=1[S:19]([CH:22]([CH3:24])[CH3:23])(=[O:21])=[O:20])(=[O:11])[CH3:10]. The catalyst class is: 14.